From a dataset of Forward reaction prediction with 1.9M reactions from USPTO patents (1976-2016). Predict the product of the given reaction. (1) Given the reactants [C:1]([S:4][C:5]1[S:9][C:8]([NH:10][C:11](=[O:13])[CH3:12])=[N:7][CH:6]=1)(=O)[CH3:2].CC(C)([O-])C.[K+].BrCC1[O:23][C:24]([CH3:28])=[C:25]([CH3:27])[N:26]=1.C([O-])(O)=O.[Na+], predict the reaction product. The product is: [CH3:27][C:25]1[N:26]=[C:2]([CH2:1][S:4][C:5]2[S:9][C:8]([NH:10][C:11](=[O:13])[CH3:12])=[N:7][CH:6]=2)[O:23][C:24]=1[CH3:28]. (2) Given the reactants [N:1]12[CH2:28][CH2:27][CH2:26][C@@H:25]1[C:24](=[O:29])[O:23][CH2:22][CH2:21][CH2:20][CH:19]=[CH:18][CH2:17][CH2:16][CH2:15][O:14][C:13](=[O:30])[C@@H:12]1[N:8]([CH2:9][CH2:10][CH2:11]1)[C:7](=[O:31])[CH2:6][CH2:5][CH2:4][CH2:3][C:2]2=[O:32], predict the reaction product. The product is: [N:1]12[CH2:28][CH2:27][CH2:26][C@@H:25]1[C:24](=[O:29])[O:23][CH2:22][CH2:21][CH2:20][CH2:19][CH2:18][CH2:17][CH2:16][CH2:15][O:14][C:13](=[O:30])[C@@H:12]1[N:8]([CH2:9][CH2:10][CH2:11]1)[C:7](=[O:31])[CH2:6][CH2:5][CH2:4][CH2:3][C:2]2=[O:32]. (3) Given the reactants [CH:1]1([N:4]2[C:8]([N+:9]([O-])=O)=[CH:7][N:6]=[CH:5]2)[CH2:3][CH2:2]1, predict the reaction product. The product is: [CH:1]1([N:4]2[C:8]([NH2:9])=[CH:7][N:6]=[CH:5]2)[CH2:3][CH2:2]1. (4) Given the reactants C[O:2][C:3]1[CH:11]=[C:10]([O:12][C:13]2[CH:18]=[CH:17][CH:16]=[C:15]([CH3:19])[CH:14]=2)[CH:9]=[CH:8][C:4]=1[C:5]([OH:7])=[O:6].B(Br)(Br)Br, predict the reaction product. The product is: [OH:2][C:3]1[CH:11]=[C:10]([O:12][C:13]2[CH:18]=[CH:17][CH:16]=[C:15]([CH3:19])[CH:14]=2)[CH:9]=[CH:8][C:4]=1[C:5]([OH:7])=[O:6]. (5) Given the reactants [CH3:1][O:2][C:3]1[C:4]([CH3:23])=[C:5]([C:14]([O:21][CH3:22])=[C:15]([O:19][CH3:20])[C:16]=1[O:17][CH3:18])[CH2:6][C:7]1[CH:12]=[CH:11][C:10]([OH:13])=[CH:9][CH:8]=1.C1N2CN3CN(C2)CN1C3.FC(F)(F)[C:36](O)=[O:37], predict the reaction product. The product is: [CH3:1][O:2][C:3]1[C:4]([CH3:23])=[C:5]([C:14]([O:21][CH3:22])=[C:15]([O:19][CH3:20])[C:16]=1[O:17][CH3:18])[CH2:6][C:7]1[CH:12]=[CH:11][C:10]([OH:13])=[C:9]([CH:8]=1)[CH:36]=[O:37]. (6) Given the reactants [Br:1][C:2]1[C:14]([F:15])=[CH:13][C:12]([C:16](=[O:18])[NH2:17])=[C:11]2[C:3]=1[C:4]1[CH:5]=[CH:6][C:7](C(OCC)=O)=[CH:8][C:9]=1[NH:10]2.[CH3:24][Mg]Cl.[NH4+].[Cl-].[CH2:29]1[CH2:33][O:32]CC1, predict the reaction product. The product is: [Br:1][C:2]1[C:3]2[C:4]3[C:9](=[CH:8][C:7]([C:33]([OH:32])([CH3:29])[CH3:24])=[CH:6][CH:5]=3)[NH:10][C:11]=2[C:12]([C:16]([NH2:17])=[O:18])=[CH:13][C:14]=1[F:15]. (7) Given the reactants [Br:1][C:2]1[CH:7]=[CH:6][C:5]([C:8]2[O:12][N:11]=[CH:10][C:9]=2[CH2:13][CH2:14][C:15]([OH:17])=[O:16])=[CH:4][CH:3]=1.S(=O)(=O)(O)O.[CH3:23]O, predict the reaction product. The product is: [Br:1][C:2]1[CH:3]=[CH:4][C:5]([C:8]2[O:12][N:11]=[CH:10][C:9]=2[CH2:13][CH2:14][C:15]([O:17][CH3:23])=[O:16])=[CH:6][CH:7]=1. (8) Given the reactants [F:1][C:2]([F:11])([F:10])[C:3]1[CH:8]=[CH:7][CH:6]=[CH:5][C:4]=1[OH:9].C(N(CC)CC)C.[C:19](OC(=O)C)(=[O:21])[CH3:20], predict the reaction product. The product is: [F:1][C:2]([F:10])([F:11])[C:3]1[CH:8]=[CH:7][CH:6]=[CH:5][C:4]=1[O:9][C:19](=[O:21])[CH3:20].